This data is from Forward reaction prediction with 1.9M reactions from USPTO patents (1976-2016). The task is: Predict the product of the given reaction. (1) The product is: [C:3]1([C:9]2[C:17]([C:18]([OH:20])=[O:19])=[C:12]3[CH:13]=[CH:14][CH:15]=[CH:16][N:11]3[N:10]=2)[CH:4]=[CH:5][CH:6]=[CH:7][CH:8]=1. Given the reactants [OH-].[K+].[C:3]1([C:9]2[C:17]([C:18]([O:20]C)=[O:19])=[C:12]3[CH:13]=[CH:14][CH:15]=[CH:16][N:11]3[N:10]=2)[CH:8]=[CH:7][CH:6]=[CH:5][CH:4]=1.Cl, predict the reaction product. (2) The product is: [OH:1][CH:2]([CH3:15])[CH2:3][C:4]1[CH:14]=[CH:13][C:7]([C:8]([O:10][CH2:11][CH3:12])=[O:9])=[CH:6][CH:5]=1. Given the reactants [O:1]=[C:2]([CH3:15])[CH2:3][C:4]1[CH:14]=[CH:13][C:7]([C:8]([O:10][CH2:11][CH3:12])=[O:9])=[CH:6][CH:5]=1.C([O-])(=O)C.[NH4+].[BH4-].[Na+], predict the reaction product. (3) Given the reactants [Br:1][C:2]1[CH:14]=[CH:13][C:12]([C:15](=O)[NH2:16])=[C:11]2[C:3]=1[C:4]1[CH:5]=[CH:6][C:7]([C:18]([O:20][CH2:21][CH3:22])=[O:19])=[CH:8][C:9]=1[NH:10]2.P(Cl)(Cl)(Cl)=O, predict the reaction product. The product is: [Br:1][C:2]1[CH:14]=[CH:13][C:12]([C:15]#[N:16])=[C:11]2[C:3]=1[C:4]1[CH:5]=[CH:6][C:7]([C:18]([O:20][CH2:21][CH3:22])=[O:19])=[CH:8][C:9]=1[NH:10]2. (4) Given the reactants [CH3:1][O:2][NH3+:3].[Cl-].[Br:5][C:6]1[CH:7]=[CH:8][C:9]([S:14][CH2:15][CH3:16])=[C:10]([CH:13]=1)[CH:11]=O.O, predict the reaction product. The product is: [CH3:1][O:2][N:3]=[CH:11][C:10]1[CH:13]=[C:6]([Br:5])[CH:7]=[CH:8][C:9]=1[S:14][CH2:15][CH3:16]. (5) Given the reactants [Br:1][C:2]1[CH:7]=[CH:6][C:5]([CH2:8][C:9]([C:12]2[CH:13]=[N:14][CH:15]=[CH:16][CH:17]=2)=[N:10][OH:11])=[CH:4][CH:3]=1.C([N-]C(C)C)(C)C.[Li+].[C:26](OC(=O)C)(=[O:28])[CH3:27].C(OCC)(=O)C.O, predict the reaction product. The product is: [Br:1][C:2]1[CH:7]=[CH:6][C:5]([CH:8]2[C:26]([CH3:27])([OH:28])[O:11][N:10]=[C:9]2[C:12]2[CH:13]=[N:14][CH:15]=[CH:16][CH:17]=2)=[CH:4][CH:3]=1. (6) Given the reactants [C:1]1([C:13]([NH:15][C:16]2[CH:21]=[CH:20][C:19]([CH2:22][C:23](O)=[O:24])=[CH:18][CH:17]=2)=[O:14])[C:11]2=[C:12]3[C:7](=[CH:8][CH:9]=[CH:10]2)[CH2:6][CH2:5][CH2:4][N:3]3[CH:2]=1.[O:26]1[CH2:31][CH2:30][CH2:29][CH2:28][CH:27]1[O:32][NH2:33], predict the reaction product. The product is: [O:24]=[C:23]([NH:33][O:32][CH:27]1[CH2:28][CH2:29][CH2:30][CH2:31][O:26]1)[CH2:22][C:19]1[CH:18]=[CH:17][C:16]([NH:15][C:13]([C:1]2[C:11]3=[C:12]4[C:7](=[CH:8][CH:9]=[CH:10]3)[CH2:6][CH2:5][CH2:4][N:3]4[CH:2]=2)=[O:14])=[CH:21][CH:20]=1.